From a dataset of CYP1A2 inhibition data for predicting drug metabolism from PubChem BioAssay. Regression/Classification. Given a drug SMILES string, predict its absorption, distribution, metabolism, or excretion properties. Task type varies by dataset: regression for continuous measurements (e.g., permeability, clearance, half-life) or binary classification for categorical outcomes (e.g., BBB penetration, CYP inhibition). Dataset: cyp1a2_veith. (1) The molecule is COC(=O)[C@@H]1C[C@H]1[C@@H](NC(=O)c1cc(C)on1)c1ccccc1. The result is 1 (inhibitor). (2) The molecule is O=C(CNC(=O)c1ccccc1)NCC(=O)OCc1ccc(Cl)cc1. The result is 0 (non-inhibitor). (3) The result is 1 (inhibitor). The drug is COc1ccc(NC(=O)CCOc2ccccc2)cc1.